Task: Predict the reaction yield, written as a fraction of the theoretical maximum amount of product (1.0 means a 100% yield; for example, 0.34 means a 34% yield).. Dataset: Reaction yield outcomes from USPTO patents with 853,638 reactions (1) The reactants are [F:1][C:2]1[CH:38]=[CH:37][CH:36]=[C:35]([F:39])[C:3]=1[O:4][C:5]1[CH2:9][N:8]([CH:10]([CH2:27][C:28]2([F:33])[CH2:32][CH2:31][CH2:30][CH2:29]2)[C:11]([NH:13][C:14]2[CH:18]=[CH:17][N:16]([CH2:19][C@@H:20]3[CH2:24][O:23]C(C)(C)[O:21]3)[N:15]=2)=[O:12])[C:7](=[O:34])[CH:6]=1.C1(C)C=CC(S(O)(=O)=O)=CC=1. The catalyst is CO. The product is [F:1][C:2]1[CH:38]=[CH:37][CH:36]=[C:35]([F:39])[C:3]=1[O:4][C:5]1[CH2:9][N:8]([CH:10]([CH2:27][C:28]2([F:33])[CH2:32][CH2:31][CH2:30][CH2:29]2)[C:11]([NH:13][C:14]2[CH:18]=[CH:17][N:16]([CH2:19][C@@H:20]([OH:21])[CH2:24][OH:23])[N:15]=2)=[O:12])[C:7](=[O:34])[CH:6]=1. The yield is 0.870. (2) The reactants are [NH:1]1[CH:5]=[C:4]([CH:6]=[O:7])[CH:3]=[N:2]1.Br[CH2:9][CH2:10][N:11]1[C:19](=[O:20])[C:18]2[C:13](=[CH:14][CH:15]=[CH:16][CH:17]=2)[C:12]1=[O:21].C([O-])([O-])=O.[Cs+].[Cs+]. The catalyst is CC#N.O. The product is [O:21]=[C:12]1[C:13]2[C:18](=[CH:17][CH:16]=[CH:15][CH:14]=2)[C:19](=[O:20])[N:11]1[CH2:10][CH2:9][N:1]1[CH:5]=[C:4]([CH:6]=[O:7])[CH:3]=[N:2]1. The yield is 0.140. (3) The catalyst is CN(C=O)C.[Cu]I.N1C2C(=CC=C3C=2N=CC=C3)C=CC=1. The product is [F:1][C:2]1[CH:7]=[C:6]([N:30]([C:29]([O:33][C:34]([CH3:37])([CH3:36])[CH3:35])=[O:32])[NH2:31])[CH:5]=[CH:4][C:3]=1[N:9]1[CH:14]=[C:13]([O:15][CH3:16])[C:12](=[O:17])[C:11]([C:18]2[N:22]([C:23]3[CH:28]=[CH:27][CH:26]=[CH:25][CH:24]=3)[N:21]=[CH:20][CH:19]=2)=[N:10]1. The yield is 0.830. The reactants are [F:1][C:2]1[CH:7]=[C:6](I)[CH:5]=[CH:4][C:3]=1[N:9]1[CH:14]=[C:13]([O:15][CH3:16])[C:12](=[O:17])[C:11]([C:18]2[N:22]([C:23]3[CH:28]=[CH:27][CH:26]=[CH:25][CH:24]=3)[N:21]=[CH:20][CH:19]=2)=[N:10]1.[C:29]([O:33][C:34]([CH3:37])([CH3:36])[CH3:35])(=[O:32])[NH:30][NH2:31].C([O-])([O-])=O.[Cs+].[Cs+].O.